This data is from Peptide-MHC class II binding affinity with 134,281 pairs from IEDB. The task is: Regression. Given a peptide amino acid sequence and an MHC pseudo amino acid sequence, predict their binding affinity value. This is MHC class II binding data. (1) The peptide sequence is SQDLELSGNLNGLQAY. The MHC is DRB1_0802 with pseudo-sequence DRB1_0802. The binding affinity (normalized) is 0.330. (2) The peptide sequence is VFGSAFQGLFGGLNW. The MHC is DRB1_0404 with pseudo-sequence DRB1_0404. The binding affinity (normalized) is 0.424. (3) The peptide sequence is NKSSGPNELGRFKHTDAC. The MHC is DRB1_1301 with pseudo-sequence DRB1_1301. The binding affinity (normalized) is 0.0847. (4) The peptide sequence is GKLITDWCCRSCTLPPLR. The MHC is DRB1_0101 with pseudo-sequence DRB1_0101. The binding affinity (normalized) is 0. (5) The peptide sequence is EAMSQANSAILMQR. The MHC is DRB1_1501 with pseudo-sequence DRB1_1501. The binding affinity (normalized) is 0.576. (6) The peptide sequence is KQDLELSWNLNGLQAY. The MHC is DRB1_0802 with pseudo-sequence DRB1_0802. The binding affinity (normalized) is 0.517. (7) The peptide sequence is ERSSSAMATSPASKL. The MHC is H-2-IAd with pseudo-sequence H-2-IAd. The binding affinity (normalized) is 0.411. (8) The binding affinity (normalized) is 0.660. The MHC is DRB1_1501 with pseudo-sequence DRB1_1501. The peptide sequence is EPIAPYHFDLSGHAF. (9) The peptide sequence is GRYKDEKDVTDITVK. The MHC is HLA-DPA10301-DPB10402 with pseudo-sequence HLA-DPA10301-DPB10402. The binding affinity (normalized) is 0.0284.